This data is from NCI-60 drug combinations with 297,098 pairs across 59 cell lines. The task is: Regression. Given two drug SMILES strings and cell line genomic features, predict the synergy score measuring deviation from expected non-interaction effect. Drug 1: CC1OCC2C(O1)C(C(C(O2)OC3C4COC(=O)C4C(C5=CC6=C(C=C35)OCO6)C7=CC(=C(C(=C7)OC)O)OC)O)O. Synergy scores: CSS=53.4, Synergy_ZIP=-1.12, Synergy_Bliss=1.55, Synergy_Loewe=3.02, Synergy_HSA=7.11. Drug 2: COC1=CC(=CC(=C1O)OC)C2C3C(COC3=O)C(C4=CC5=C(C=C24)OCO5)OC6C(C(C7C(O6)COC(O7)C8=CC=CS8)O)O. Cell line: T-47D.